Task: Predict which catalyst facilitates the given reaction.. Dataset: Catalyst prediction with 721,799 reactions and 888 catalyst types from USPTO (1) Reactant: C(OC([NH:8][C@H:9]([C:14]([NH:16][C@H:17]1[C@H:24]2[C@H:20]([CH2:21][N:22]([CH2:25][C:26]3[CH:31]=[CH:30][CH:29]=[C:28]([C:32]([F:35])([F:34])[F:33])[CH:27]=3)[CH2:23]2)[CH2:19][CH2:18]1)=[O:15])[CH2:10][CH:11]([CH3:13])[CH3:12])=O)(C)(C)C.Cl. Product: [F:34][C:32]([F:33])([F:35])[C:28]1[CH:27]=[C:26]([CH:31]=[CH:30][CH:29]=1)[CH2:25][N:22]1[CH2:23][C@H:24]2[C@H:17]([NH:16][C:14](=[O:15])[C@H:9]([CH2:10][CH:11]([CH3:12])[CH3:13])[NH2:8])[CH2:18][CH2:19][C@H:20]2[CH2:21]1. The catalyst class is: 8. (2) Reactant: C(=O)([O-])[O-].[K+].[K+].[Cl:7][C:8]1[CH:13]=[CH:12][C:11]([C:14]2[O:22][C:21]3[CH:20]=[CH:19][N:18]([C:23]4[CH:28]=[CH:27][C:26]([OH:29])=[C:25]([O:30][CH3:31])[CH:24]=4)[C:17](=[O:32])[C:16]=3[CH:15]=2)=[CH:10][CH:9]=1.Br[CH2:34][CH:35]1[CH2:39][CH2:38][O:37][CH2:36]1.CN(C=O)C. Product: [Cl:7][C:8]1[CH:9]=[CH:10][C:11]([C:14]2[O:22][C:21]3[CH:20]=[CH:19][N:18]([C:23]4[CH:28]=[CH:27][C:26]([O:29][CH2:34][CH:35]5[CH2:39][CH2:38][O:37][CH2:36]5)=[C:25]([O:30][CH3:31])[CH:24]=4)[C:17](=[O:32])[C:16]=3[CH:15]=2)=[CH:12][CH:13]=1. The catalyst class is: 170.